From a dataset of Full USPTO retrosynthesis dataset with 1.9M reactions from patents (1976-2016). Predict the reactants needed to synthesize the given product. (1) Given the product [CH2:1]([C:4]1([S:7]([NH:10][C:14]2[C:13]([NH:12][C:23]3[CH:28]=[CH:27][C:26]([I:29])=[CH:25][C:24]=3[F:30])=[C:21]([F:22])[C:17]3[N:18]=[CH:19][S:20][C:16]=3[CH:15]=2)(=[O:9])=[O:8])[CH2:6][CH2:5]1)[CH:2]=[CH2:3], predict the reactants needed to synthesize it. The reactants are: [CH2:1]([C:4]1([S:7]([N:10]2[C:14]3=[CH:15][C:16]4[S:20][CH:19]=[N:18][C:17]=4[C:21]([F:22])=[C:13]3[N:12]([C:23]3[CH:28]=[CH:27][C:26]([I:29])=[CH:25][C:24]=3[F:30])C2=O)(=[O:9])=[O:8])[CH2:6][CH2:5]1)[CH:2]=[CH2:3].C[Si](C)(C)[O-].[K+]. (2) Given the product [CH:1]1[C:14]2[C:5](=[CH:6][C:7]3[C:12]([C:13]=2[C:6]2[C:7]4[C:12]([CH:13]=[C:14]5[C:5]=2[CH:4]=[CH:3][CH:2]=[CH:1]5)=[CH:11][CH:10]=[CH:9][CH:8]=4)=[CH:11][CH:10]=[CH:9][CH:8]=3)[CH:4]=[CH:3][CH:2]=1.[C:5]1([CH3:6])[CH:14]=[CH:1][CH:2]=[CH:3][CH:4]=1, predict the reactants needed to synthesize it. The reactants are: [CH:1]1[C:14]2[C:13](=O)[C:12]3[C:7](=[CH:8][CH:9]=[CH:10][CH:11]=3)[CH2:6][C:5]=2[CH:4]=[CH:3][CH:2]=1.Cl.[Sn].